Task: Predict the reaction yield, written as a fraction of the theoretical maximum amount of product (1.0 means a 100% yield; for example, 0.34 means a 34% yield).. Dataset: Reaction yield outcomes from USPTO patents with 853,638 reactions (1) The reactants are [Cl:1][C:2]1[CH:7]=[CH:6][CH:5]=[C:4]([Cl:8])[C:3]=1[C:9]1[C:13]([CH2:14][CH2:15][C:16]([NH:18][C:19]2[C:20](O)=[C:21]([NH:25][C:26]3[CH:27]=[C:28]([CH:34]=[CH:35][CH:36]=3)[C:29]([O:31][CH2:32][CH3:33])=[O:30])[CH:22]=[CH:23][CH:24]=2)=[O:17])=[C:12]([CH:38]([CH3:40])[CH3:39])[O:11][N:10]=1.C(O)(=O)CC. No catalyst specified. The product is [Cl:1][C:2]1[CH:7]=[CH:6][CH:5]=[C:4]([Cl:8])[C:3]=1[C:9]1[C:13]([CH2:14][CH2:15][C:16]2[O:17][C:20]3[C:21]([NH:25][C:26]4[CH:27]=[C:28]([CH:34]=[CH:35][CH:36]=4)[C:29]([O:31][CH2:32][CH3:33])=[O:30])=[CH:22][CH:23]=[CH:24][C:19]=3[N:18]=2)=[C:12]([CH:38]([CH3:40])[CH3:39])[O:11][N:10]=1. The yield is 0.0740. (2) The reactants are [CH2:1]([C:5]1[N:6]=[C:7]([CH3:27])[NH:8][C:9](=[O:26])[C:10]=1[CH2:11][C:12]1[CH:17]=[CH:16][C:15]([C:18]2[C:19]([C:24]#[N:25])=[CH:20][CH:21]=[CH:22][CH:23]=2)=[CH:14][CH:13]=1)[CH2:2][CH2:3][CH3:4].C(=O)([O-])[O-].[Cs+].[Cs+].Cl[CH2:35][C:36]1[N:40](C(OC(C)(C)C)=O)[C:39]2[CH:48]=[CH:49][CH:50]=[CH:51][C:38]=2[N:37]=1.[I-].[K+]. The catalyst is C(OCC)(=O)C.CN(C)C(=O)C. The product is [NH:37]1[C:38]2[CH:51]=[CH:50][CH:49]=[CH:48][C:39]=2[N:40]=[C:36]1[CH2:35][N:8]1[C:9](=[O:26])[C:10]([CH2:11][C:12]2[CH:17]=[CH:16][C:15]([C:18]3[C:19]([C:24]#[N:25])=[CH:20][CH:21]=[CH:22][CH:23]=3)=[CH:14][CH:13]=2)=[C:5]([CH2:1][CH2:2][CH2:3][CH3:4])[N:6]=[C:7]1[CH3:27]. The yield is 0.180. (3) The reactants are [OH:1][C:2]1[CH:3]=[C:4]2[C:8](=[CH:9][CH:10]=1)[N:7]([S:11]([C:14]1[CH:15]=[C:16]([CH:21]=[CH:22][CH:23]=1)[C:17]([O:19][CH3:20])=[O:18])(=[O:13])=[O:12])[CH:6]=[CH:5]2.[Cl:24][C:25]1[CH:30]=[CH:29][CH:28]=[C:27]([Cl:31])[C:26]=1[C:32]1[C:36]([CH2:37]O)=[C:35]([CH:39]([CH3:41])[CH3:40])[O:34][N:33]=1.C1(P(C2C=CC=CC=2)C2C=CC=CC=2)C=CC=CC=1.N(C(OC(C)C)=O)=NC(OC(C)C)=O. The catalyst is ClCCl. The product is [Cl:31][C:27]1[CH:28]=[CH:29][CH:30]=[C:25]([Cl:24])[C:26]=1[C:32]1[C:36]([CH2:37][O:1][C:2]2[CH:3]=[C:4]3[C:8](=[CH:9][CH:10]=2)[N:7]([S:11]([C:14]2[CH:15]=[C:16]([CH:21]=[CH:22][CH:23]=2)[C:17]([O:19][CH3:20])=[O:18])(=[O:13])=[O:12])[CH:6]=[CH:5]3)=[C:35]([CH:39]([CH3:41])[CH3:40])[O:34][N:33]=1. The yield is 0.660. (4) The reactants are [F:1][C:2]1[CH:3]=[C:4](B(O)O)[CH:5]=[CH:6][C:7]=1[O:8][C:9]1[CH:14]=[CH:13][N:12]=[C:11]([CH3:15])[CH:10]=1.C([O-])(O)=O.[Na+].Br[C:25]1[CH:30]=[CH:29][N:28]([CH2:31][CH2:32][CH2:33][CH3:34])[C:27](=[O:35])[C:26]=1[C:36]#[N:37]. The catalyst is O1CCOCC1.C1C=CC([P]([Pd]([P](C2C=CC=CC=2)(C2C=CC=CC=2)C2C=CC=CC=2)([P](C2C=CC=CC=2)(C2C=CC=CC=2)C2C=CC=CC=2)[P](C2C=CC=CC=2)(C2C=CC=CC=2)C2C=CC=CC=2)(C2C=CC=CC=2)C2C=CC=CC=2)=CC=1. The product is [CH2:31]([N:28]1[CH:29]=[CH:30][C:25]([C:4]2[CH:5]=[CH:6][C:7]([O:8][C:9]3[CH:14]=[CH:13][N:12]=[C:11]([CH3:15])[CH:10]=3)=[C:2]([F:1])[CH:3]=2)=[C:26]([C:36]#[N:37])[C:27]1=[O:35])[CH2:32][CH2:33][CH3:34]. The yield is 0.680. (5) The reactants are C([CH:3]([C:14]1[C:19]([CH:20]([CH3:22])[CH3:21])=[C:18]([O:23][CH3:24])[N:17]=[C:16]([O:25][CH3:26])[N:15]=1)[C:4]1[CH:5]=[C:6]([C:12]#[N:13])[CH:7]=[C:8]([CH:11]=1)[C:9]#[N:10])#N.[H-].[Na+].CN(C=[O:33])C. No catalyst specified. The product is [CH:20]([C:19]1[C:14]([C:3]([C:4]2[CH:5]=[C:6]([C:12]#[N:13])[CH:7]=[C:8]([CH:11]=2)[C:9]#[N:10])=[O:33])=[N:15][C:16]([O:25][CH3:26])=[N:17][C:18]=1[O:23][CH3:24])([CH3:22])[CH3:21]. The yield is 0.0800. (6) The reactants are [CH2:1]([C:3]1[CH:8]=[C:7]([C:9]([F:18])([C:14]([F:17])([F:16])[F:15])[C:10]([F:13])([F:12])[F:11])[CH:6]=[C:5]([CH2:19][CH3:20])[C:4]=1[NH:21][C:22](=[O:37])[C:23]1[CH:28]=[CH:27][C:26]([N:29]2[CH:33]=[N:32][CH:31]=[N:30]2)=[C:25]([N+:34]([O-])=O)[CH:24]=1)[CH3:2]. The catalyst is C(O)C.[Pd]. The product is [NH2:34][C:25]1[CH:24]=[C:23]([CH:28]=[CH:27][C:26]=1[N:29]1[CH:33]=[N:32][CH:31]=[N:30]1)[C:22]([NH:21][C:4]1[C:5]([CH2:19][CH3:20])=[CH:6][C:7]([C:9]([F:18])([C:10]([F:11])([F:12])[F:13])[C:14]([F:16])([F:17])[F:15])=[CH:8][C:3]=1[CH2:1][CH3:2])=[O:37]. The yield is 0.740. (7) The reactants are [NH2:1][C@@H:2]([C@@H:38]([C:42]1[CH:47]=[CH:46][C:45]([Cl:48])=[CH:44][CH:43]=1)[CH:39]([CH3:41])[CH3:40])[C:3]([NH:5][C:6]1[CH:7]=[N:8][CH:9]=[C:10]([F:37])[C:11]=1[CH2:12][CH2:13][C@@H:14]1[N:19]([S:20]([C:23]2[CH:28]=[CH:27][CH:26]=[CH:25][CH:24]=2)(=[O:22])=[O:21])[C@@H:18]([CH3:29])[CH2:17][N:16]([C:30]([O:32][C:33]([CH3:36])([CH3:35])[CH3:34])=[O:31])[CH2:15]1)=[O:4].C(N(C(C)C)CC)(C)C.[CH3:58][O:59][C:60](Cl)=[O:61].O. The catalyst is ClCCl.CCOC(C)=O. The product is [Cl:48][C:45]1[CH:46]=[CH:47][C:42]([C@@H:38]([CH:39]([CH3:41])[CH3:40])[C@H:2]([NH:1][C:60]([O:59][CH3:58])=[O:61])[C:3]([NH:5][C:6]2[CH:7]=[N:8][CH:9]=[C:10]([F:37])[C:11]=2[CH2:12][CH2:13][C@@H:14]2[N:19]([S:20]([C:23]3[CH:28]=[CH:27][CH:26]=[CH:25][CH:24]=3)(=[O:21])=[O:22])[C@@H:18]([CH3:29])[CH2:17][N:16]([C:30]([O:32][C:33]([CH3:35])([CH3:36])[CH3:34])=[O:31])[CH2:15]2)=[O:4])=[CH:43][CH:44]=1. The yield is 0.560. (8) The reactants are [CH2:1]([O:8][C:9]1[CH:14]=[CH:13][NH:12][C:11](=[O:15])[CH:10]=1)[C:2]1[CH:7]=[CH:6][CH:5]=[CH:4][CH:3]=1.Br[C:17]1[CH:25]=[C:24]2[C:20]([C:21]3[CH2:39][CH2:38][N:37]([C:40]([O:42][C:43]([CH3:46])([CH3:45])[CH3:44])=[O:41])[CH2:36][C:22]=3[N:23]2[S:26]([C:29]2[CH:35]=[CH:34][C:32]([CH3:33])=[CH:31][CH:30]=2)(=[O:28])=[O:27])=[CH:19][CH:18]=1.OC1C=CC=C2C=1N=CC=C2.C([O-])([O-])=O.[Cs+].[Cs+]. The catalyst is CS(C)=O.[Cu]I. The product is [CH2:1]([O:8][C:9]1[CH:14]=[CH:13][N:12]([C:17]2[CH:25]=[C:24]3[C:20]([C:21]4[CH2:39][CH2:38][N:37]([C:40]([O:42][C:43]([CH3:46])([CH3:45])[CH3:44])=[O:41])[CH2:36][C:22]=4[N:23]3[S:26]([C:29]3[CH:30]=[CH:31][C:32]([CH3:33])=[CH:34][CH:35]=3)(=[O:28])=[O:27])=[CH:19][CH:18]=2)[C:11](=[O:15])[CH:10]=1)[C:2]1[CH:3]=[CH:4][CH:5]=[CH:6][CH:7]=1. The yield is 0.540. (9) The reactants are [F:1][C:2]([F:15])([CH3:14])[CH2:3][O:4][C:5]1[N:10]=[CH:9][C:8]([C:11](=O)[CH3:12])=[CH:7][CH:6]=1.[CH3:16][C:17]([S@:20]([NH2:22])=[O:21])([CH3:19])[CH3:18]. No catalyst specified. The product is [F:1][C:2]([F:15])([CH3:14])[CH2:3][O:4][C:5]1[N:10]=[CH:9][C:8]([CH:11]([NH:22][S@@:20]([C:17]([CH3:19])([CH3:18])[CH3:16])=[O:21])[CH3:12])=[CH:7][CH:6]=1. The yield is 0.850. (10) The reactants are C1(C2C=CC(C[NH:9][CH2:10][CH2:11][C:12]3[CH:17]=[CH:16][C:15](F)=[C:14]([C:19]([F:22])([F:21])[F:20])[CH:13]=3)=CC=2)CC1.[C:25]([C:29]1[CH:36]=[CH:35][C:32]([CH:33]=O)=[CH:31][C:30]=1[Cl:37])([CH3:28])([CH3:27])[CH3:26].FC(F)(F)C1C=C(CCN)C=CC=1.[BH4-].[Na+]. No catalyst specified. The product is [C:25]([C:29]1[CH:36]=[CH:35][C:32]([CH2:33][NH:9][CH2:10][CH2:11][C:12]2[CH:17]=[CH:16][CH:15]=[C:14]([C:19]([F:20])([F:21])[F:22])[CH:13]=2)=[CH:31][C:30]=1[Cl:37])([CH3:28])([CH3:27])[CH3:26]. The yield is 0.960.